Task: Predict the product of the given reaction.. Dataset: Forward reaction prediction with 1.9M reactions from USPTO patents (1976-2016) Given the reactants [C:1]([C:3]1[C:8]([CH3:9])=[CH:7][C:6]([C:10]2[CH2:11][CH2:12][N:13]([C:16]([C@@H:18]3[C@@H:23]([C:24]([O:26][CH3:27])=[O:25])[CH2:22][C@@H:21]([OH:28])[CH2:20][N:19]3[C:29]([O:31][C:32]([CH3:35])([CH3:34])[CH3:33])=[O:30])=[O:17])[CH2:14][CH:15]=2)=[CH:5][C:4]=1[CH3:36])#[N:2].O1CCCC1.[Cl:42][C:43]1[CH:44]=[C:45](O)[CH:46]=[N:47][CH:48]=1.C1(P(C2C=CC=CC=2)C2C=CC=CC=2)C=CC=CC=1.N(C(OC(C)C)=O)=NC(OC(C)C)=O, predict the reaction product. The product is: [Cl:42][C:43]1[CH:44]=[C:45]([O:28][C@@H:21]2[CH2:20][N:19]([C:29]([O:31][C:32]([CH3:33])([CH3:35])[CH3:34])=[O:30])[C@H:18]([C:16]([N:13]3[CH2:12][CH:11]=[C:10]([C:6]4[CH:7]=[C:8]([CH3:9])[C:3]([C:1]#[N:2])=[C:4]([CH3:36])[CH:5]=4)[CH2:15][CH2:14]3)=[O:17])[C@@H:23]([C:24]([O:26][CH3:27])=[O:25])[CH2:22]2)[CH:46]=[N:47][CH:48]=1.